The task is: Regression. Given a peptide amino acid sequence and an MHC pseudo amino acid sequence, predict their binding affinity value. This is MHC class II binding data.. This data is from Peptide-MHC class II binding affinity with 134,281 pairs from IEDB. (1) The peptide sequence is GAASGLNGCCRCGAR. The MHC is HLA-DQA10501-DQB10301 with pseudo-sequence HLA-DQA10501-DQB10301. The binding affinity (normalized) is 0.178. (2) The MHC is HLA-DQA10104-DQB10503 with pseudo-sequence HLA-DQA10104-DQB10503. The binding affinity (normalized) is 0.229. The peptide sequence is FSGVAATESAYLAYR.